The task is: Predict the product of the given reaction.. This data is from Forward reaction prediction with 1.9M reactions from USPTO patents (1976-2016). (1) Given the reactants [CH2:1]([C:8]1[N:9]=[N:10][C:11]2[C:16]([C:17]=1[C:18]1[CH:19]=[C:20]([NH2:24])[CH:21]=[CH:22][CH:23]=1)=[CH:15][CH:14]=[CH:13][C:12]=2[Cl:25])[C:2]1[CH:7]=[CH:6][CH:5]=[CH:4][CH:3]=1.[CH3:26][N:27]1[C:35]2[C:30](=[CH:31][CH:32]=[CH:33][CH:34]=2)[CH:29]=[C:28]1[CH:36]=O, predict the reaction product. The product is: [CH2:1]([C:8]1[N:9]=[N:10][C:11]2[C:16]([C:17]=1[C:18]1[CH:19]=[C:20]([NH:24][CH2:36][C:28]3[N:27]([CH3:26])[C:35]4[C:30]([CH:29]=3)=[CH:31][CH:32]=[CH:33][CH:34]=4)[CH:21]=[CH:22][CH:23]=1)=[CH:15][CH:14]=[CH:13][C:12]=2[Cl:25])[C:2]1[CH:7]=[CH:6][CH:5]=[CH:4][CH:3]=1. (2) Given the reactants [NH2:1][C:2]1[S:3][C:4]2[C:9]([NH:10][C@H:11]([CH2:14][CH:15]([CH3:17])[CH3:16])[CH2:12][OH:13])=[N:8][C:7]([SH:18])=[N:6][C:5]=2[N:19]=1.[Cl:20][C:21]1[CH:22]=[N:23][CH:24]=[CH:25][C:26]=1[C@H:27](Cl)[CH3:28], predict the reaction product. The product is: [NH2:1][C:2]1[S:3][C:4]2[C:9]([NH:10][C@H:11]([CH2:14][CH:15]([CH3:16])[CH3:17])[CH2:12][OH:13])=[N:8][C:7]([S:18][CH:27]([C:26]3[CH:25]=[CH:24][N:23]=[CH:22][C:21]=3[Cl:20])[CH3:28])=[N:6][C:5]=2[N:19]=1.